Dataset: Forward reaction prediction with 1.9M reactions from USPTO patents (1976-2016). Task: Predict the product of the given reaction. Given the reactants [CH2:1]([N:8]1[CH:12]=[C:11]([CH2:13][C:14]([O:16][CH3:17])=[O:15])[C:10]([O:18][CH2:19][CH2:20][CH2:21][C:22]2[N:26]([CH2:27][C:28]3[CH:33]=[CH:32][C:31]([Cl:34])=[CH:30][C:29]=3[Cl:35])[N:25]=[C:24]([OH:36])[CH:23]=2)=[N:9]1)[C:2]1[CH:7]=[CH:6][CH:5]=[CH:4][CH:3]=1.[CH2:37]([S:39][CH2:40][CH2:41]O)[CH3:38].C(P(CCCC)CCCC)CCC.N(C(N1CCCCC1)=O)=NC(N1CCCCC1)=O, predict the reaction product. The product is: [CH2:1]([N:8]1[CH:12]=[C:11]([CH2:13][C:14]([O:16][CH3:17])=[O:15])[C:10]([O:18][CH2:19][CH2:20][CH2:21][C:22]2[N:26]([CH2:27][C:28]3[CH:33]=[CH:32][C:31]([Cl:34])=[CH:30][C:29]=3[Cl:35])[N:25]=[C:24]([O:36][CH2:38][CH2:37][S:39][CH2:40][CH3:41])[CH:23]=2)=[N:9]1)[C:2]1[CH:7]=[CH:6][CH:5]=[CH:4][CH:3]=1.